From a dataset of Catalyst prediction with 721,799 reactions and 888 catalyst types from USPTO. Predict which catalyst facilitates the given reaction. (1) Reactant: O.C[C:3]1[C@@H:8]([O:9][C:10]([C@H]2C(C)(C)C2C=C(C)C)=O)[CH2:7][C:5](=[O:30])[C:4]=1[CH2:21]/[CH:22]=[CH:23]/[CH:24]=C.C[C:3]1[CH:8]([O:9][C:10]([C@H]2C(C)(C)C2/C=C(/C(OC)=O)\C)=O)[CH2:7][C:5](=[O:30])[C:4]=1[CH2:21]/[CH:22]=[CH:23]/[CH:24]=C. Product: [C:8]1([O:9][CH3:10])[C:7](=[CH:5][CH:4]=[C:21]([CH:3]=1)[CH2:22][CH:23]=[CH2:24])[OH:30]. The catalyst class is: 8. (2) Reactant: [Cl:1][C:2]1[CH:3]=[C:4]2[C:10]([C:11]3[N:16]=[C:15]([NH:17][CH2:18][C@@H:19]4[CH2:24][CH2:23][CH2:22][NH:21][CH2:20]4)[C:14]([F:25])=[CH:13][N:12]=3)=[CH:9][NH:8][C:5]2=[N:6][CH:7]=1.[C:26]([N:30]=[C:31]=[O:32])([CH3:29])([CH3:28])[CH3:27]. Product: [C:26]([NH:30][C:31]([N:21]1[CH2:22][CH2:23][CH2:24][C@@H:19]([CH2:18][NH:17][C:15]2[C:14]([F:25])=[CH:13][N:12]=[C:11]([C:10]3[C:4]4[C:5](=[N:6][CH:7]=[C:2]([Cl:1])[CH:3]=4)[NH:8][CH:9]=3)[N:16]=2)[CH2:20]1)=[O:32])([CH3:29])([CH3:28])[CH3:27]. The catalyst class is: 298.